From a dataset of Forward reaction prediction with 1.9M reactions from USPTO patents (1976-2016). Predict the product of the given reaction. Given the reactants [CH:1]1([CH2:4][N:5]2[CH:9]=[C:8](B(O)O)[C:7]([N+:13]([O-:15])=[O:14])=[N:6]2)[CH2:3][CH2:2]1.Cl[C:17]1[N:22]=[C:21]([NH:23][C:24]2[N:29]=[CH:28][C:27]3[N:30]=[C:31]([CH3:36])[N:32]([CH:33]([CH3:35])[CH3:34])[C:26]=3[CH:25]=2)[CH:20]=[CH:19][N:18]=1.C(=O)([O-])[O-].[Na+].[Na+], predict the reaction product. The product is: [CH:1]1([CH2:4][N:5]2[CH:9]=[C:8]([C:17]3[N:22]=[C:21]([NH:23][C:24]4[N:29]=[CH:28][C:27]5[N:30]=[C:31]([CH3:36])[N:32]([CH:33]([CH3:34])[CH3:35])[C:26]=5[CH:25]=4)[CH:20]=[CH:19][N:18]=3)[C:7]([N+:13]([O-:15])=[O:14])=[N:6]2)[CH2:3][CH2:2]1.